Dataset: Forward reaction prediction with 1.9M reactions from USPTO patents (1976-2016). Task: Predict the product of the given reaction. Given the reactants [NH2:1][C:2]1[S:3][C:4]2[CH:10]=[C:9]([C:11]#[N:12])[CH:8]=[CH:7][C:5]=2[N:6]=1.[CH2:13]([N:15]=[C:16]=[O:17])[CH3:14].C(N(CC)CC)C, predict the reaction product. The product is: [C:11]([C:9]1[CH:8]=[CH:7][C:5]2[N:6]=[C:2]([NH:1][C:16]([NH:15][CH2:13][CH3:14])=[O:17])[S:3][C:4]=2[CH:10]=1)#[N:12].